From a dataset of NCI-60 drug combinations with 297,098 pairs across 59 cell lines. Regression. Given two drug SMILES strings and cell line genomic features, predict the synergy score measuring deviation from expected non-interaction effect. (1) Drug 1: CC(C1=C(C=CC(=C1Cl)F)Cl)OC2=C(N=CC(=C2)C3=CN(N=C3)C4CCNCC4)N. Drug 2: C1=CC(=CC=C1CCC2=CNC3=C2C(=O)NC(=N3)N)C(=O)NC(CCC(=O)O)C(=O)O. Cell line: HCT-15. Synergy scores: CSS=36.5, Synergy_ZIP=-0.258, Synergy_Bliss=-0.131, Synergy_Loewe=-14.1, Synergy_HSA=0.426. (2) Drug 1: CC1=C2C(C(=O)C3(C(CC4C(C3C(C(C2(C)C)(CC1OC(=O)C(C(C5=CC=CC=C5)NC(=O)C6=CC=CC=C6)O)O)OC(=O)C7=CC=CC=C7)(CO4)OC(=O)C)O)C)OC(=O)C. Drug 2: C#CCC(CC1=CN=C2C(=N1)C(=NC(=N2)N)N)C3=CC=C(C=C3)C(=O)NC(CCC(=O)O)C(=O)O. Cell line: BT-549. Synergy scores: CSS=12.3, Synergy_ZIP=-1.26, Synergy_Bliss=-5.03, Synergy_Loewe=-12.2, Synergy_HSA=-6.17. (3) Drug 1: C1CN1C2=NC(=NC(=N2)N3CC3)N4CC4. Drug 2: B(C(CC(C)C)NC(=O)C(CC1=CC=CC=C1)NC(=O)C2=NC=CN=C2)(O)O. Cell line: NCI-H322M. Synergy scores: CSS=23.1, Synergy_ZIP=2.35, Synergy_Bliss=1.20, Synergy_Loewe=-68.7, Synergy_HSA=-5.62. (4) Drug 1: CC1=C2C(C(=O)C3(C(CC4C(C3C(C(C2(C)C)(CC1OC(=O)C(C(C5=CC=CC=C5)NC(=O)C6=CC=CC=C6)O)O)OC(=O)C7=CC=CC=C7)(CO4)OC(=O)C)O)C)OC(=O)C. Drug 2: CC1C(C(CC(O1)OC2CC(CC3=C2C(=C4C(=C3O)C(=O)C5=CC=CC=C5C4=O)O)(C(=O)C)O)N)O. Cell line: NCIH23. Synergy scores: CSS=43.2, Synergy_ZIP=-2.18, Synergy_Bliss=-2.48, Synergy_Loewe=-2.57, Synergy_HSA=0.953. (5) Drug 1: C1CCN(CC1)CCOC2=CC=C(C=C2)C(=O)C3=C(SC4=C3C=CC(=C4)O)C5=CC=C(C=C5)O. Cell line: NCI-H460. Synergy scores: CSS=4.27, Synergy_ZIP=2.96, Synergy_Bliss=2.91, Synergy_Loewe=5.10, Synergy_HSA=-2.84. Drug 2: COC1=NC(=NC2=C1N=CN2C3C(C(C(O3)CO)O)O)N. (6) Drug 1: CS(=O)(=O)C1=CC(=C(C=C1)C(=O)NC2=CC(=C(C=C2)Cl)C3=CC=CC=N3)Cl. Drug 2: C(=O)(N)NO. Cell line: SNB-19. Synergy scores: CSS=7.43, Synergy_ZIP=0.513, Synergy_Bliss=4.53, Synergy_Loewe=4.36, Synergy_HSA=4.47. (7) Drug 1: CCC1=C2CN3C(=CC4=C(C3=O)COC(=O)C4(CC)O)C2=NC5=C1C=C(C=C5)O. Drug 2: C1CCC(C(C1)N)N.C(=O)(C(=O)[O-])[O-].[Pt+4]. Cell line: SF-539. Synergy scores: CSS=72.4, Synergy_ZIP=-2.21, Synergy_Bliss=-1.20, Synergy_Loewe=-3.39, Synergy_HSA=1.81. (8) Drug 1: C1=NC2=C(N=C(N=C2N1C3C(C(C(O3)CO)O)O)F)N. Drug 2: CC1=C(C(CCC1)(C)C)C=CC(=CC=CC(=CC(=O)O)C)C. Cell line: NCI/ADR-RES. Synergy scores: CSS=16.4, Synergy_ZIP=1.38, Synergy_Bliss=2.02, Synergy_Loewe=-12.2, Synergy_HSA=0.640. (9) Drug 1: CCN(CC)CCCC(C)NC1=C2C=C(C=CC2=NC3=C1C=CC(=C3)Cl)OC. Drug 2: C1CCC(C(C1)N)N.C(=O)(C(=O)[O-])[O-].[Pt+4]. Cell line: NCI-H226. Synergy scores: CSS=17.4, Synergy_ZIP=-5.60, Synergy_Bliss=-0.742, Synergy_Loewe=-4.43, Synergy_HSA=-2.16.